The task is: Predict which catalyst facilitates the given reaction.. This data is from Catalyst prediction with 721,799 reactions and 888 catalyst types from USPTO. (1) Reactant: [CH3:1][N:2]1[CH2:7][CH:6]=[C:5](B2OC(C)(C)C(C)(C)O2)[CH2:4][CH2:3]1.[Br:17][C:18]1[CH:23]=[CH:22][C:21]([C:24]([F:27])([F:26])[F:25])=[CH:20][C:19]=1I.P([O-])([O-])([O-])=O.[K+].[K+].[K+].O. Product: [Br:17][C:18]1[CH:19]=[CH:20][C:21]([C:24]([F:25])([F:26])[F:27])=[CH:22][C:23]=1[C:5]1[CH2:4][CH2:3][N:2]([CH3:1])[CH2:7][CH:6]=1. The catalyst class is: 77. (2) Reactant: Cl[C:2]1[N:7]=[N:6][C:5]([NH:8][CH2:9][C:10]([C:13]2[CH:18]=[CH:17][C:16]([F:19])=[CH:15][CH:14]=2)([CH3:12])[CH3:11])=[CH:4][CH:3]=1.C([O-])([O-])=O.[K+].[K+].[C:26]([C:28]1[CH:29]=[C:30](B(O)O)[CH:31]=[CH:32][C:33]=1[F:34])#[N:27]. Product: [F:34][C:33]1[CH:32]=[CH:31][C:30]([C:2]2[N:7]=[N:6][C:5]([NH:8][CH2:9][C:10]([C:13]3[CH:18]=[CH:17][C:16]([F:19])=[CH:15][CH:14]=3)([CH3:12])[CH3:11])=[CH:4][CH:3]=2)=[CH:29][C:28]=1[C:26]#[N:27]. The catalyst class is: 75. (3) Reactant: [Br:1][C:2]1[CH:7]=[CH:6][C:5]([CH2:8][CH3:9])=[C:4](I)[CH:3]=1.C([Mg]Cl)(C)C.C[O:17][B:18](OC)[O:19]C.Cl. Product: [Br:1][C:2]1[CH:7]=[CH:6][C:5]([CH2:8][CH3:9])=[C:4]([B:18]([OH:19])[OH:17])[CH:3]=1. The catalyst class is: 7. (4) Reactant: C[O:2][C:3]1[C:11]2[CH:10]=[C:9]([C:12](=O)[CH2:13][C:14](=O)[CH3:15])[O:8][C:7]=2[CH:6]=[CH:5][CH:4]=1.[CH3:18][NH:19][NH2:20].O. Product: [OH:2][C:3]1[C:11]2[CH:10]=[C:9]([C:12]3[CH:13]=[C:14]([CH3:15])[N:19]([CH3:18])[N:20]=3)[O:8][C:7]=2[CH:6]=[CH:5][CH:4]=1. The catalyst class is: 5. (5) Reactant: [Br:1][CH2:2][C:3]([C:5]1[CH:10]=[CH:9][CH:8]=[CH:7][N:6]=1)=O.[NH2:11][C:12]1[N:17]=[CH:16][CH:15]=[CH:14][N:13]=1. Product: [BrH:1].[N:6]1[CH:7]=[CH:8][CH:9]=[CH:10][C:5]=1[C:3]1[N:11]=[C:12]2[N:17]=[CH:16][CH:15]=[CH:14][N:13]2[CH:2]=1. The catalyst class is: 8. (6) Reactant: Br[C:2]1[C:3]([N:9]2[CH2:14][CH2:13][O:12][CH2:11][C@H:10]2[C:15]([OH:17])=O)=[N:4][C:5](Cl)=[N:6][CH:7]=1.O[N:19]1[C:23]2[CH:24]=[CH:25][CH:26]=[CH:27][C:22]=2N=N1.Cl.[CH2:29](N=C=NCCCN(C)C)[CH3:30].[Cl:40][C:41]1[CH:46]=[CH:45][C:44]([C@@H:47]([NH2:49])[CH3:48])=[CH:43][CH:42]=1. Product: [Cl:40][C:41]1[CH:46]=[CH:45][C:44]([C@@H:47]([N:49]2[C:15](=[O:17])[C@@H:10]3[CH2:11][O:12][CH2:13][CH2:14][N:9]3[C:3]3[N:4]=[C:5]([C:27]4[CH:26]=[CH:25][CH:24]=[C:23]5[C:22]=4[CH:29]=[CH:30][NH:19]5)[N:6]=[CH:7][C:2]2=3)[CH3:48])=[CH:43][CH:42]=1. The catalyst class is: 1. (7) Reactant: [C:1]([C:3]1[C:8]([C:9]2[CH:10]=[C:11]3[C:16](=[N:17][CH:18]=2)[N:15]([C:19]([NH2:21])=[O:20])[CH2:14][CH2:13][CH2:12]3)=[CH:7][N:6]=[CH:5][C:4]=1[CH:22]1[CH2:27][CH2:26][NH:25][CH2:24][CH2:23]1)#[N:2].[C:28](O)(=[O:30])[CH3:29].C(N(CC)CC)C.CN(C(ON1N=NC2C=CC=CC1=2)=[N+](C)C)C.[B-](F)(F)(F)F. Product: [C:28]([N:25]1[CH2:26][CH2:27][CH:22]([C:4]2[CH:5]=[N:6][CH:7]=[C:8]([C:9]3[CH:10]=[C:11]4[C:16](=[N:17][CH:18]=3)[N:15]([C:19]([NH2:21])=[O:20])[CH2:14][CH2:13][CH2:12]4)[C:3]=2[C:1]#[N:2])[CH2:23][CH2:24]1)(=[O:30])[CH3:29]. The catalyst class is: 10.